This data is from Full USPTO retrosynthesis dataset with 1.9M reactions from patents (1976-2016). The task is: Predict the reactants needed to synthesize the given product. (1) The reactants are: [N:1]1([C:7]2[CH:17]=[CH:16][C:10]3[CH:11]=[CH:12][CH:13]=[CH:14]N[C:9]=3[CH:8]=2)[CH2:6][CH2:5][O:4][CH2:3][CH2:2]1.[C:18]([OH:27])(=[O:26])[C@@H:19]([C@H:21]([C:23]([OH:25])=[O:24])[OH:22])[OH:20].O. Given the product [C:23]([CH:21]([CH:19]([C:18]([OH:27])=[O:26])[OH:20])[OH:22])([OH:25])=[O:24].[CH3:8][C:7]1([CH3:17])[C:9]2[CH:8]=[C:7]([N:1]3[CH2:6][CH2:5][O:4][CH2:3][CH2:2]3)[CH:17]=[CH:16][C:10]=2[CH:11]([C:12]2[CH:23]=[CH:21][CH:19]=[CH:14][CH:13]=2)[CH2:3][CH2:2][NH:1]1, predict the reactants needed to synthesize it. (2) Given the product [NH2:1][C:2]1[N:3]=[CH:4][S:5][C:6]=1[C:7]([O:9][CH3:10])=[O:8], predict the reactants needed to synthesize it. The reactants are: [NH2:1][C:2]1[N:3]=[C:4](SC)[S:5][C:6]=1[C:7]([O:9][CH3:10])=[O:8]. (3) Given the product [Cl:1][C:2]1[CH:10]=[C:9]([CH:8]=[CH:7][C:3]=1[C:4]([N:67]1[CH2:66][CH2:65][NH:64][C:63](=[O:68])[CH:62]1[CH2:61][C:59]([N:58]([CH3:57])[CH3:69])=[O:60])=[O:6])[C:11]([NH:13][CH:14]([C:16]1[NH:20][C:19]2[CH:21]=[CH:22][C:23]([Cl:25])=[CH:24][C:18]=2[N:17]=1)[CH3:15])=[O:12], predict the reactants needed to synthesize it. The reactants are: [Cl:1][C:2]1[CH:10]=[C:9]([C:11]([NH:13][CH:14]([C:16]2[NH:20][C:19]3[CH:21]=[CH:22][C:23]([Cl:25])=[CH:24][C:18]=3[N:17]=2)[CH3:15])=[O:12])[CH:8]=[CH:7][C:3]=1[C:4]([OH:6])=O.CN(C(ON1N=NC2C=CC=CC1=2)=[N+](C)C)C.[B-](F)(F)(F)F.C(N(C(C)C)CC)(C)C.[CH3:57][N:58]([CH3:69])[C:59]([CH2:61][CH:62]1[NH:67][CH2:66][CH2:65][NH:64][C:63]1=[O:68])=[O:60].ClCl.